From a dataset of Forward reaction prediction with 1.9M reactions from USPTO patents (1976-2016). Predict the product of the given reaction. (1) Given the reactants [CH2:1]([N:8]1[CH2:12][CH2:11][CH:10]([N:13]([CH3:35])[C:14](=O)[CH:15]([NH:20][C:21]([NH:23][C:24]2[CH:29]=[CH:28][CH:27]=[C:26]([C:30]([F:33])([F:32])[F:31])[CH:25]=2)=[O:22])[C:16]([CH3:19])([CH3:18])[CH3:17])[CH2:9]1)[C:2]1[CH:7]=[CH:6][CH:5]=[CH:4][CH:3]=1.B.C1COCC1.Cl.[OH-].[Na+], predict the reaction product. The product is: [NH3:8].[CH2:1]([N:8]1[CH2:12][CH2:11][CH:10]([N:13]([CH2:14][CH:15]([NH:20][C:21]([NH:23][C:24]2[CH:29]=[CH:28][CH:27]=[C:26]([C:30]([F:31])([F:32])[F:33])[CH:25]=2)=[O:22])[C:16]([CH3:19])([CH3:18])[CH3:17])[CH3:35])[CH2:9]1)[C:2]1[CH:3]=[CH:4][CH:5]=[CH:6][CH:7]=1. (2) Given the reactants [Br:1][C:2]1[N:3]=[C:4]([C:23]2[O:27][N:26]=[C:25]([C:28]3[CH:33]=[CH:32][C:31]([CH2:34]Br)=[CH:30][CH:29]=3)[CH:24]=2)[C:5]([N:8]([C:16]([O:18][C:19]([CH3:22])([CH3:21])[CH3:20])=[O:17])[C:9](=[O:15])[O:10][C:11]([CH3:14])([CH3:13])[CH3:12])=[N:6][CH:7]=1.[CH:36]1([NH2:39])[CH2:38][CH2:37]1.C(N(CC)CC)C.[C:47](=O)([O:53]C(C)(C)C)[O:48][C:49]([CH3:52])([CH3:51])[CH3:50], predict the reaction product. The product is: [C:11]([O:10][C:9]([N:8]([C:16]([O:18][C:19]([CH3:22])([CH3:20])[CH3:21])=[O:17])[C:5]1[C:4]([C:23]2[O:27][N:26]=[C:25]([C:28]3[CH:33]=[CH:32][C:31]([CH2:34][N:39]([CH:36]4[CH2:38][CH2:37]4)[C:47](=[O:53])[O:48][C:49]([CH3:52])([CH3:51])[CH3:50])=[CH:30][CH:29]=3)[CH:24]=2)=[N:3][C:2]([Br:1])=[CH:7][N:6]=1)=[O:15])([CH3:13])([CH3:12])[CH3:14].